Dataset: Peptide-MHC class II binding affinity with 134,281 pairs from IEDB. Task: Regression. Given a peptide amino acid sequence and an MHC pseudo amino acid sequence, predict their binding affinity value. This is MHC class II binding data. (1) The peptide sequence is AQLSQLISLLPSTLQ. The MHC is DRB1_0401 with pseudo-sequence DRB1_0401. The binding affinity (normalized) is 0.782. (2) The peptide sequence is NTSYRLISCNTSVI. The MHC is DRB1_1302 with pseudo-sequence DRB1_1302. The binding affinity (normalized) is 0.648. (3) The peptide sequence is SSMHLIVQNAYKQMI. The MHC is H-2-IAb with pseudo-sequence H-2-IAb. The binding affinity (normalized) is 0.